This data is from Reaction yield outcomes from USPTO patents with 853,638 reactions. The task is: Predict the reaction yield, written as a fraction of the theoretical maximum amount of product (1.0 means a 100% yield; for example, 0.34 means a 34% yield). (1) The reactants are [C:1]([C:3]1[C:12]2[C:7](=[CH:8][CH:9]=[CH:10][CH:11]=2)[C:6]([C:13]2[C:18]([S:19][CH2:20][C:21]([O:23]C)=[O:22])=[CH:17][N:16]=[CH:15][N:14]=2)=[CH:5][CH:4]=1)#[N:2].[OH-].[Na+]. The catalyst is CO. The product is [C:1]([C:3]1[C:12]2[C:7](=[CH:8][CH:9]=[CH:10][CH:11]=2)[C:6]([C:13]2[C:18]([S:19][CH2:20][C:21]([OH:23])=[O:22])=[CH:17][N:16]=[CH:15][N:14]=2)=[CH:5][CH:4]=1)#[N:2]. The yield is 0.910. (2) The product is [CH:17]1([CH2:16][NH:15][CH:5]([C:6]2[CH:11]=[CH:10][CH:9]=[CH:8][CH:7]=2)[CH:4]=[CH2:3])[CH2:19][CH2:18]1. The yield is 0.180. The catalyst is CCO. The reactants are C(=O)(OC)O[CH2:3]/[CH:4]=[CH:5]/[C:6]1[CH:11]=[CH:10][CH:9]=[CH:8][CH:7]=1.[NH2:15][CH2:16][CH:17]1[CH2:19][CH2:18]1.P(OC1C=CC=CC=1)(OC1C=CC=CC=1)OC1C=CC=CC=1.CC1C=CC(S(O)(=O)=O)=CC=1.